This data is from Catalyst prediction with 721,799 reactions and 888 catalyst types from USPTO. The task is: Predict which catalyst facilitates the given reaction. (1) Reactant: [Cl:1][C:2]1[CH:3]=[C:4]([F:20])[C:5]([C:9]2[C:13]([CH3:14])=[C:12]([S:15]([CH3:18])(=[O:17])=[O:16])[N:11]([CH3:19])[N:10]=2)=[N+:6]([O-])[CH:7]=1.FC(F)(F)C(OC(=O)C(F)(F)F)=[O:24]. Product: [Cl:1][C:2]1[C:7](=[O:24])[NH:6][C:5]([C:9]2[C:13]([CH3:14])=[C:12]([S:15]([CH3:18])(=[O:17])=[O:16])[N:11]([CH3:19])[N:10]=2)=[C:4]([F:20])[CH:3]=1. The catalyst class is: 9. (2) Reactant: F[C:2]1[CH:7]=[CH:6][C:5]([N+:8]([O-:10])=[O:9])=[CH:4][C:3]=1[CH3:11].[NH2:12][C:13]1[CH:18]=[CH:17][C:16]([OH:19])=[CH:15][C:14]=1[N+:20]([O-:22])=[O:21].C(=O)([O-])[O-].[Cs+].[Cs+]. Product: [CH3:11][C:3]1[CH:4]=[C:5]([N+:8]([O-:10])=[O:9])[CH:6]=[CH:7][C:2]=1[O:19][C:16]1[CH:17]=[CH:18][C:13]([NH2:12])=[C:14]([N+:20]([O-:22])=[O:21])[CH:15]=1. The catalyst class is: 18. (3) Reactant: [C:1]([NH:8][C@@H:9]([CH2:13][C:14]1[CH:21]=[C:19]([OH:20])[C:17]([OH:18])=[CH:16][CH:15]=1)[C:10]([OH:12])=[O:11])([O:3][C:4]([CH3:7])([CH3:6])[CH3:5])=[O:2].C([N+]([CH2:35][CH2:36][CH2:37][CH3:38])(CCCC)CCCC)CCC.[C:39](N[C@@H](CC1C=C(O)C(O)=CC=1)C(O)=O)([O:41][C:42](C)([CH3:44])[CH3:43])=[O:40].C(=O)(O)[O-].CN1CC[CH2:67][C:66]1=O. Product: [OH:20][C:19]1[CH:21]=[C:14]([CH2:13][C@H:9]([NH:8][C:1]([O:3][C:4]([CH3:6])([CH3:7])[CH3:5])=[O:2])[C:10]([O:12][CH2:43][C@H:42]([O:41][C:39]([C:38]2[CH:37]=[CH:36][CH:35]=[CH:67][CH:66]=2)=[O:40])[CH3:44])=[O:11])[CH:15]=[CH:16][C:17]=1[OH:18]. The catalyst class is: 282. (4) Product: [Br:16][C:4]1[C:3]([NH:6][C@H:7]([C:12]([O:14][CH3:15])=[O:13])[CH2:8][CH:9]([CH3:10])[CH3:11])=[N:2][S:1][CH:5]=1. Reactant: [S:1]1[CH:5]=[CH:4][C:3]([NH:6][C@H:7]([C:12]([O:14][CH3:15])=[O:13])[CH2:8][CH:9]([CH3:11])[CH3:10])=[N:2]1.[Br:16]Br. The catalyst class is: 411. (5) Reactant: [F:1][C:2]([F:14])([F:13])[O:3][C:4]1[CH:12]=[CH:11][CH:10]=[CH:9][C:5]=1[C:6](Cl)=[O:7].[NH2:15][C:16]1[N:20]=[C:19]([C:21]([O:23][CH3:24])=[O:22])[NH:18][N:17]=1. Product: [F:1][C:2]([F:14])([F:13])[O:3][C:4]1[CH:12]=[CH:11][CH:10]=[CH:9][C:5]=1[C:6]([NH:15][C:16]1[N:20]=[C:19]([C:21]([O:23][CH3:24])=[O:22])[NH:18][N:17]=1)=[O:7]. The catalyst class is: 228. (6) Reactant: [C:1]([C:3]1[CH:8]=[CH:7][C:6]([CH:9]2[CH2:14][CH:13]([OH:15])[CH2:12][CH2:11][N:10]2[C:16]([O:18][CH2:19][C:20]2[CH:25]=[CH:24][CH:23]=[CH:22][CH:21]=2)=[O:17])=[CH:5][CH:4]=1)#[N:2].N1C=CN=C1.[Si:31](Cl)([C:44]([CH3:47])([CH3:46])[CH3:45])([C:38]1[CH:43]=[CH:42][CH:41]=[CH:40][CH:39]=1)[C:32]1[CH:37]=[CH:36][CH:35]=[CH:34][CH:33]=1. Product: [Si:31]([O:15][C@H:13]1[CH2:12][CH2:11][N:10]([C:16]([O:18][CH2:19][C:20]2[CH:25]=[CH:24][CH:23]=[CH:22][CH:21]=2)=[O:17])[C@H:9]([C:6]2[CH:5]=[CH:4][C:3]([C:1]#[N:2])=[CH:8][CH:7]=2)[CH2:14]1)([C:44]([CH3:47])([CH3:46])[CH3:45])([C:38]1[CH:39]=[CH:40][CH:41]=[CH:42][CH:43]=1)[C:32]1[CH:37]=[CH:36][CH:35]=[CH:34][CH:33]=1.[Si:31]([O:15][C@@H:13]1[CH2:12][CH2:11][N:10]([C:16]([O:18][CH2:19][C:20]2[CH:25]=[CH:24][CH:23]=[CH:22][CH:21]=2)=[O:17])[C@H:9]([C:6]2[CH:5]=[CH:4][C:3]([C:1]#[N:2])=[CH:8][CH:7]=2)[CH2:14]1)([C:44]([CH3:47])([CH3:46])[CH3:45])([C:38]1[CH:39]=[CH:40][CH:41]=[CH:42][CH:43]=1)[C:32]1[CH:37]=[CH:36][CH:35]=[CH:34][CH:33]=1. The catalyst class is: 3. (7) Reactant: [NH:1]([C:29]([O:31][C:32]([CH3:35])([CH3:34])[CH3:33])=[O:30])[C@H:2]([C:26](O)=O)[CH2:3][C:4](=[O:25])[NH:5][C:6]([C:19]1[CH:24]=[CH:23][CH:22]=[CH:21][CH:20]=1)([C:13]1[CH:18]=[CH:17][CH:16]=[CH:15][CH:14]=1)[C:7]1[CH:12]=[CH:11][CH:10]=[CH:9][CH:8]=1.CN1CCOCC1.ClC(OCC(C)C)=O.[NH2:51][C:52]1[CH:53]=[C:54]([C:59]2[CH:64]=[CH:63][C:62]([C:65]#[N:66])=[C:61]([F:67])[CH:60]=2)[CH:55]=[CH:56][C:57]=1[NH2:58]. Product: [C:65]([C:62]1[CH:63]=[CH:64][C:59]([C:54]2[CH:55]=[CH:56][C:57]3[NH:58][C:26]([C@@H:2]([NH:1][C:29](=[O:30])[O:31][C:32]([CH3:35])([CH3:34])[CH3:33])[CH2:3][C:4](=[O:25])[NH:5][C:6]([C:7]4[CH:12]=[CH:11][CH:10]=[CH:9][CH:8]=4)([C:19]4[CH:20]=[CH:21][CH:22]=[CH:23][CH:24]=4)[C:13]4[CH:14]=[CH:15][CH:16]=[CH:17][CH:18]=4)=[N:51][C:52]=3[CH:53]=2)=[CH:60][C:61]=1[F:67])#[N:66]. The catalyst class is: 10.